This data is from Catalyst prediction with 721,799 reactions and 888 catalyst types from USPTO. The task is: Predict which catalyst facilitates the given reaction. (1) Reactant: [C:1]1([C:7](=[CH:11][C:12]2[CH:17]=[CH:16][N:15]=[CH:14][CH:13]=2)[C:8](=[O:10])[CH3:9])[CH:6]=[CH:5][CH:4]=[CH:3][CH:2]=1.[OH-:18].[Na+].OO.[Cl-].[Na+]. Product: [C:1]1([C:7]2([O:18][CH:11]2[C:12]2[CH:17]=[CH:16][N:15]=[CH:14][CH:13]=2)[C:8](=[O:10])[CH3:9])[CH:2]=[CH:3][CH:4]=[CH:5][CH:6]=1. The catalyst class is: 5. (2) Reactant: [I:1][C:2]1[CH:7]=[CH:6][C:5]([NH:8][C:9]2[CH:17]=[N:16][CH:15]=[CH:14][C:10]=2[C:11](O)=[O:12])=[C:4]([CH3:18])[CH:3]=1.[CH3:19][S:20]([NH2:23])(=[O:22])=[O:21].C1CCN2C(=NCCC2)CC1. Product: [I:1][C:2]1[CH:7]=[CH:6][C:5]([NH:8][C:9]2[CH:17]=[N:16][CH:15]=[CH:14][C:10]=2[C:11]([NH:23][S:20]([CH3:19])(=[O:22])=[O:21])=[O:12])=[C:4]([CH3:18])[CH:3]=1. The catalyst class is: 1. (3) Reactant: [CH2:1]([N:8]1[C:14](=O)[C:13]2[CH:16]=[CH:17][C:18]([Br:20])=[CH:19][C:12]=2[O:11][CH2:10][CH2:9]1)[C:2]1[CH:7]=[CH:6][CH:5]=[CH:4][CH:3]=1.B.O1CCCC1.CO.[OH-].[Na+]. Product: [CH2:1]([N:8]1[CH2:14][C:13]2[CH:16]=[CH:17][C:18]([Br:20])=[CH:19][C:12]=2[O:11][CH2:10][CH2:9]1)[C:2]1[CH:3]=[CH:4][CH:5]=[CH:6][CH:7]=1. The catalyst class is: 7. (4) Reactant: [C:1]([C:3]1([F:15])[CH2:7][CH2:6][N:5]([C:8]([O:10]C(C)(C)C)=O)[CH2:4]1)#[N:2].C(O)(C(F)(F)F)=O.[C:23]([O:27][C:28]([NH:30][C@H:31]([C:35]([CH3:38])([CH3:37])[CH3:36])C(O)=O)=[O:29])([CH3:26])([CH3:25])[CH3:24].C1C=CC2N(O)N=NC=2C=1.CN(C(ON1N=NC2C=CC=NC1=2)=[N+](C)C)C.F[P-](F)(F)(F)(F)F.C(N(CC)C(C)C)(C)C. Product: [C:1]([C:3]1([F:15])[CH2:7][CH2:6][N:5]([C:8](=[O:10])[C@H:31]([NH:30][C:28](=[O:29])[O:27][C:23]([CH3:26])([CH3:25])[CH3:24])[C:35]([CH3:38])([CH3:37])[CH3:36])[CH2:4]1)#[N:2]. The catalyst class is: 59.